This data is from Reaction yield outcomes from USPTO patents with 853,638 reactions. The task is: Predict the reaction yield, written as a fraction of the theoretical maximum amount of product (1.0 means a 100% yield; for example, 0.34 means a 34% yield). (1) The reactants are [I:1][C:2]1[C:6]([CH:7]=O)=[CH:5][N:4]([CH:9]2[CH2:14][CH2:13][CH2:12][CH2:11][O:10]2)[N:3]=1.[CH3:15][N:16]([CH2:24][CH2:25][NH:26][CH3:27])[C:17](=[O:23])[O:18][C:19]([CH3:22])([CH3:21])[CH3:20].[BH-](OC(C)=O)(OC(C)=O)OC(C)=O.[Na+]. The catalyst is ClC(Cl)C.ClCCl. The product is [I:1][C:2]1[C:6]([CH2:7][N:26]([CH3:27])[CH2:25][CH2:24][N:16]([CH3:15])[C:17](=[O:23])[O:18][C:19]([CH3:20])([CH3:21])[CH3:22])=[CH:5][N:4]([CH:9]2[CH2:14][CH2:13][CH2:12][CH2:11][O:10]2)[N:3]=1. The yield is 0.920. (2) The reactants are Br[C:2]1[CH:3]=[C:4]2[C:9](=[CH:10][CH:11]=1)[N:8]=[C:7]([C:12]([F:15])([F:14])[F:13])[CH:6]=[C:5]2[OH:16].C([O-])([O-])=O.[K+].[K+].[O:23]1[C:27]2[CH:28]=[CH:29][CH:30]=[CH:31][C:26]=2[CH:25]=[C:24]1B(O)O. The catalyst is C1C=CC(P(C2C=CC=CC=2)[C-]2C=CC=C2)=CC=1.C1C=CC(P(C2C=CC=CC=2)[C-]2C=CC=C2)=CC=1.Cl[Pd]Cl.[Fe+2].O1CCOCC1. The product is [O:23]1[C:27]2[CH:28]=[CH:29][CH:30]=[CH:31][C:26]=2[CH:25]=[C:24]1[C:2]1[CH:3]=[C:4]2[C:9](=[CH:10][CH:11]=1)[N:8]=[C:7]([C:12]([F:15])([F:14])[F:13])[CH:6]=[C:5]2[OH:16]. The yield is 0.680. (3) The reactants are I[C:2]1[CH:3]=[C:4]2[C:9](=[CH:10][CH:11]=1)[N:8]=[CH:7][C:6]([C:12]#[N:13])=[C:5]2[NH:14][C:15]1[CH:20]=[CH:19][C:18]([N:21]2[CH2:26][CH2:25][O:24][CH2:23][CH2:22]2)=[CH:17][CH:16]=1.[O-]P([O-])([O-])=O.[K+].[K+].[K+].[Al].[CH2:36]([NH2:43])[C:37]1[CH:42]=[CH:41][CH:40]=[CH:39][CH:38]=1.C(O)CO.IC1C=C2C(=CC=1)N=CC=C2. The catalyst is C(O)(C)C. The product is [CH2:36]([NH:43][C:2]1[CH:3]=[C:4]2[C:9](=[CH:10][CH:11]=1)[N:8]=[CH:7][C:6]([C:12]#[N:13])=[C:5]2[NH:14][C:15]1[CH:20]=[CH:19][C:18]([N:21]2[CH2:26][CH2:25][O:24][CH2:23][CH2:22]2)=[CH:17][CH:16]=1)[C:37]1[CH:42]=[CH:41][CH:40]=[CH:39][CH:38]=1. The yield is 0.0210. (4) The reactants are Br[C:2]1[C:3]([C:8]2[CH:13]=[CH:12][CH:11]=[C:10]([Cl:14])[C:9]=2[OH:15])=[N:4][CH:5]=[CH:6][CH:7]=1.N1C=CC=CC=1C(O)=O.P([O-])([O-])([O-])=O.[K+].[K+].[K+]. The catalyst is [Cu]I.CS(C)=O. The product is [Cl:14][C:10]1[C:9]2[O:15][C:2]3[C:3](=[N:4][CH:5]=[CH:6][CH:7]=3)[C:8]=2[CH:13]=[CH:12][CH:11]=1. The yield is 0.760.